Task: Predict the reactants needed to synthesize the given product.. Dataset: Full USPTO retrosynthesis dataset with 1.9M reactions from patents (1976-2016) (1) Given the product [Br:20][C:21]1[CH:22]=[CH:23][C:24]([N:4]([CH2:5][CH2:6][CH2:7][CH2:8][C:14]([OH:15])=[O:17])[CH2:1][CH2:2][CH3:3])=[C:25]([CH:26]=[O:27])[CH:28]=1, predict the reactants needed to synthesize it. The reactants are: [CH2:1]([N:4]1C[CH2:8][CH2:7][CH2:6][C:5]1=O)[CH2:2][CH3:3].[OH-].[Na+].Cl.[C:14](=[O:17])([O-])[O-:15].[Na+].[Na+].[Br:20][C:21]1[CH:22]=[CH:23][C:24](F)=[C:25]([CH:28]=1)[CH:26]=[O:27]. (2) The reactants are: COC1C=CC(C(C2SC=NN=2)[N:10]2[C:18]3[C:13](=[N:14][CH2:15][NH:16][CH:17]=3)[CH:12]=[C:11]2[C:19]2[CH:24]=[CH:23][CH:22]=[CH:21][C:20]=2[F:25])=C(C(F)(F)F)C=1.FC1C=CC=CC=1C1NC2C=NC=NC=2C=1.[F:51][C:52]([F:72])([F:71])[C:53]1[CH:58]=[C:57]([C:59]([F:62])([F:61])[F:60])[CH:56]=[CH:55][C:54]=1[C:63]1[N:64]=[N:65][C:66]([CH2:69]Cl)=[CH:67][CH:68]=1. Given the product [F:72][C:52]([F:51])([F:71])[C:53]1[CH:58]=[C:57]([C:59]([F:62])([F:60])[F:61])[CH:56]=[CH:55][C:54]=1[C:63]1[N:64]=[N:65][C:66]([CH2:69][N:16]2[CH:17]=[C:18]3[N:10]=[C:11]([C:19]4[CH:24]=[CH:23][CH:22]=[CH:21][C:20]=4[F:25])[CH:12]=[C:13]3[N:14]=[CH:15]2)=[CH:67][CH:68]=1, predict the reactants needed to synthesize it. (3) The reactants are: [CH3:1][O:2][C:3](=[O:17])[CH2:4][C:5]1[CH:10]=[CH:9][CH:8]=[C:7]([S:11]C(=O)N(C)C)[CH:6]=1.[OH-].[K+].CO. Given the product [CH3:1][O:2][C:3](=[O:17])[CH2:4][C:5]1[CH:10]=[CH:9][CH:8]=[C:7]([SH:11])[CH:6]=1, predict the reactants needed to synthesize it. (4) Given the product [C:15]([N:8]1[C:9]2[C:4](=[CH:3][C:2]([CH3:1])=[CH:11][CH:10]=2)[CH:5]=[CH:6][CH:7]1[C:12]#[N:13])(=[O:22])[C:16]1[CH:21]=[CH:20][CH:19]=[CH:18][CH:17]=1, predict the reactants needed to synthesize it. The reactants are: [CH3:1][C:2]1[CH:3]=[C:4]2[C:9](=[CH:10][CH:11]=1)[N:8]=[CH:7][CH:6]=[CH:5]2.[C-:12]#[N:13].[K+].[C:15](Cl)(=[O:22])[C:16]1[CH:21]=[CH:20][CH:19]=[CH:18][CH:17]=1. (5) Given the product [C:7]([O-:9])(=[O:8])[C:6]1[CH:11]=[CH:2][CH:3]=[CH:4][CH:5]=1.[Br:1][C:2]1[CH:3]=[CH:4][C:5]([F:12])=[C:6]([CH:11]=1)[C:7]([O:9][CH3:10])=[O:8], predict the reactants needed to synthesize it. The reactants are: [Br:1][C:2]1[CH:3]=[CH:4][C:5]([F:12])=[C:6]([CH:11]=1)[C:7]([O:9][CH3:10])=[O:8].C1C=CC=CC=1.C([Si](C)(C)C)#C.C(NC(C)C)(C)C. (6) Given the product [CH3:1][C:2]([CH3:26])([CH3:27])[C:3]#[C:4][C:5]1[S:9][C:8]([C:10]([OH:12])=[O:11])=[C:7]([N:13]([CH:23]([CH3:24])[CH3:25])[C:14]([C@@H:16]2[CH2:21][CH2:20][C:19]([CH3:22])=[CH:18][CH2:17]2)=[O:15])[CH:6]=1, predict the reactants needed to synthesize it. The reactants are: [CH3:1][C:2]([CH3:27])([CH3:26])[C:3]#[C:4][C:5]1[S:9][C:8]([C:10]([OH:12])=[O:11])=[C:7]([N:13]([CH:23]([CH3:25])[CH3:24])[C:14]([C@H:16]2[CH2:21][CH2:20][C:19]([CH3:22])=[CH:18][CH2:17]2)=[O:15])[CH:6]=1.C(#N)C.FC(F)(F)C(O)=O. (7) The reactants are: [OH:1][C:2]1[C:7]([C:8]([O:10][CH3:11])=[O:9])=[CH:6][CH:5]=[CH:4][N:3]=1.C(=O)([O-])[O-].[K+].[K+].[Cl:18][C:19]1[CH:24]=[CH:23][C:22]([C@@H:25]2[O:31][CH2:30][CH2:29][N:28]([C:32]([O:34][C:35]([CH3:38])([CH3:37])[CH3:36])=[O:33])[CH2:27][C@H:26]2[CH2:39]OS(C)(=O)=O)=[CH:21][C:20]=1[F:45]. Given the product [Cl:18][C:19]1[CH:24]=[CH:23][C:22]([C@@H:25]2[O:31][CH2:30][CH2:29][N:28]([C:32]([O:34][C:35]([CH3:37])([CH3:36])[CH3:38])=[O:33])[CH2:27][C@H:26]2[CH2:39][N:3]2[CH:4]=[CH:5][CH:6]=[C:7]([C:8]([O:10][CH3:11])=[O:9])[C:2]2=[O:1])=[CH:21][C:20]=1[F:45], predict the reactants needed to synthesize it. (8) Given the product [C:12]([CH2:11][N:8]1[C:9](=[O:10])[C:4]2[C:3]([C:17]3[CH:22]=[CH:21][CH:20]=[CH:19][CH:18]=3)=[C:2]([C:31]3[CH:32]=[CH:33][C:34]([C:37]4([NH:41][C:42](=[O:48])[O:43][C:44]([CH3:46])([CH3:45])[CH3:47])[CH2:38][CH2:39][CH2:40]4)=[CH:35][CH:36]=3)[O:16][C:5]=2[N:6]=[C:7]1[S:14][CH3:15])#[N:13], predict the reactants needed to synthesize it. The reactants are: Br[C:2]1[O:16][C:5]2[N:6]=[C:7]([S:14][CH3:15])[N:8]([CH2:11][C:12]#[N:13])[C:9](=[O:10])[C:4]=2[C:3]=1[C:17]1[CH:22]=[CH:21][CH:20]=[CH:19][CH:18]=1.CC1(C)C(C)(C)OB([C:31]2[CH:36]=[CH:35][C:34]([C:37]3([NH:41][C:42](=[O:48])[O:43][C:44]([CH3:47])([CH3:46])[CH3:45])[CH2:40][CH2:39][CH2:38]3)=[CH:33][CH:32]=2)O1.C([O-])([O-])=O.[K+].[K+]. (9) Given the product [C:9]([C:8]1([C:5]2[CH:6]=[CH:7][C:2]([F:1])=[CH:3][CH:4]=2)[CH2:23][CH2:22][N:14]([C:15]([O:16][C:17]([CH3:19])([CH3:18])[CH3:20])=[O:21])[CH2:13][CH2:12]1)#[N:10], predict the reactants needed to synthesize it. The reactants are: [F:1][C:2]1[CH:7]=[CH:6][C:5]([CH2:8][C:9]#[N:10])=[CH:4][CH:3]=1.Cl[CH2:12][CH2:13][N:14]([CH2:22][CH2:23]Cl)[C:15](=[O:21])[O:16][C:17]([CH3:20])([CH3:19])[CH3:18].[H-].[Na+].